Dataset: Catalyst prediction with 721,799 reactions and 888 catalyst types from USPTO. Task: Predict which catalyst facilitates the given reaction. (1) Reactant: [C:1](#[N:3])C.[CH3:4][O:5][C:6]1[CH:7]=[CH:8][C:9]([C:19]([F:22])([F:21])[F:20])=[C:10]([C:12]2[CH:17]=[CH:16][N+:15]([O-])=[CH:14][CH:13]=2)[CH:11]=1.C[Si](C#N)(C)C. Product: [CH3:4][O:5][C:6]1[CH:7]=[CH:8][C:9]([C:19]([F:22])([F:21])[F:20])=[C:10]([C:12]2[CH:17]=[CH:16][N:15]=[C:14]([C:1]#[N:3])[CH:13]=2)[CH:11]=1. The catalyst class is: 66. (2) Reactant: [Cl:1][C:2]1[CH:3]=[C:4]([CH:27]=[CH:28][C:29]=1[Cl:30])[C:5]([NH:7][C:8]1[CH:9]=[CH:10][C:11]([O:14][C:15]2[CH:16]=[C:17]3[C:21](=[CH:22][CH:23]=2)[NH:20][C:19]([C:24]([OH:26])=O)=[CH:18]3)=[N:12][CH:13]=1)=[O:6].[O:31]1[C:35]2[CH:36]=[CH:37][C:38]([CH2:40][N:41]3[CH2:46][CH2:45]C[CH2:43][CH2:42]3)=[CH:39][C:34]=2[O:33][CH2:32]1.Cl.C([N:50]=C=NCCCN(C)C)C.O. Product: [O:31]1[C:35]2[CH:36]=[CH:37][C:38]([CH2:40][N:41]3[CH2:42][CH2:43][N:50]([C:24]([C:19]4[NH:20][C:21]5[C:17]([CH:18]=4)=[CH:16][C:15]([O:14][C:11]4[N:12]=[CH:13][C:8]([NH:7][C:5](=[O:6])[C:4]6[CH:27]=[CH:28][C:29]([Cl:30])=[C:2]([Cl:1])[CH:3]=6)=[CH:9][CH:10]=4)=[CH:23][CH:22]=5)=[O:26])[CH2:45][CH2:46]3)=[CH:39][C:34]=2[O:33][CH2:32]1. The catalyst class is: 1. (3) Reactant: [Br:1][C:2]1[CH:14]=[N:13][C:12]2[C:11]3[CH:10]=[CH:9][C:8]([S:15]([CH3:18])(=[O:17])=[O:16])=[CH:7][C:6]=3[NH:5][C:4]=2[CH:3]=1.[C:19]1([C@@H:25]([CH:27]2[CH2:32][CH2:31][O:30][CH2:29][CH2:28]2)O)[CH:24]=[CH:23][CH:22]=[CH:21][CH:20]=1.C1(P(C2C=CC=CC=2)C2C=CC=CC=2)C=CC=CC=1.CC(OC(/N=N/C(OC(C)C)=O)=O)C. Product: [Br:1][C:2]1[CH:14]=[N:13][C:12]2[C:11]3[CH:10]=[CH:9][C:8]([S:15]([CH3:18])(=[O:17])=[O:16])=[CH:7][C:6]=3[N:5]([C@H:25]([C:19]3[CH:24]=[CH:23][CH:22]=[CH:21][CH:20]=3)[CH:27]3[CH2:28][CH2:29][O:30][CH2:31][CH2:32]3)[C:4]=2[CH:3]=1. The catalyst class is: 1. (4) Reactant: Cl[C:2]1[C:3]2[CH2:15][CH2:14][CH2:13][C:4]=2[N:5]=[C:6]([CH:8]2[CH2:12][CH2:11][CH2:10][CH2:9]2)[N:7]=1.[NH2:16][C:17]1[CH:25]=[CH:24][C:20]([CH2:21][CH2:22][OH:23])=[CH:19][CH:18]=1. Product: [CH:8]1([C:6]2[N:7]=[C:2]([NH:16][C:17]3[CH:25]=[CH:24][C:20]([CH2:21][CH2:22][OH:23])=[CH:19][CH:18]=3)[C:3]3[CH2:15][CH2:14][CH2:13][C:4]=3[N:5]=2)[CH2:12][CH2:11][CH2:10][CH2:9]1. The catalyst class is: 179. (5) Reactant: [CH3:1][O:2][C:3]1[CH:4]=[N:5][CH:6]=[C:7]([CH:9]=O)[CH:8]=1.C([O:13][C:14](=O)[CH2:15][C:16]#[N:17])C.C(O)(=O)C.[CH:23]([NH2:25])=[NH:24].C(=O)([O-])[O-].[K+].[K+]. Product: [OH:13][C:14]1[C:15]([C:16]#[N:17])=[C:9]([C:7]2[CH:6]=[N:5][CH:4]=[C:3]([O:2][CH3:1])[CH:8]=2)[N:25]=[CH:23][N:24]=1. The catalyst class is: 8.